From a dataset of Peptide-MHC class II binding affinity with 134,281 pairs from IEDB. Regression. Given a peptide amino acid sequence and an MHC pseudo amino acid sequence, predict their binding affinity value. This is MHC class II binding data. (1) The peptide sequence is YMKFLANVSTVLTGK. The MHC is DRB1_0404 with pseudo-sequence DRB1_0404. The binding affinity (normalized) is 0.602. (2) The peptide sequence is TKKFDEVVKANGGYL. The MHC is HLA-DQA10501-DQB10201 with pseudo-sequence HLA-DQA10501-DQB10201. The binding affinity (normalized) is 0.271. (3) The peptide sequence is GMTGCGNTPIFKSGR. The MHC is DRB4_0101 with pseudo-sequence DRB4_0103. The binding affinity (normalized) is 0.139. (4) The peptide sequence is RGKMDVSGVQAPVGA. The MHC is DRB3_0202 with pseudo-sequence DRB3_0202. The binding affinity (normalized) is 0.